Task: Predict the reaction yield, written as a fraction of the theoretical maximum amount of product (1.0 means a 100% yield; for example, 0.34 means a 34% yield).. Dataset: Reaction yield outcomes from USPTO patents with 853,638 reactions The reactants are [CH2:1]([O:8][C:9]([N:11]1[CH2:16][CH2:15][CH:14]([C:17]([OH:19])=O)[CH2:13][CH2:12]1)=[O:10])[C:2]1[CH:7]=[CH:6][CH:5]=[CH:4][CH:3]=1.Cl.[CH3:21][NH:22][O:23][CH3:24].C(Cl)CCl.C(N(CC)CC)C.Cl. The catalyst is ClCCl. The product is [CH3:24][O:23][N:22]([CH3:21])[C:17]([CH:14]1[CH2:13][CH2:12][N:11]([C:9]([O:8][CH2:1][C:2]2[CH:3]=[CH:4][CH:5]=[CH:6][CH:7]=2)=[O:10])[CH2:16][CH2:15]1)=[O:19]. The yield is 0.910.